Dataset: Reaction yield outcomes from USPTO patents with 853,638 reactions. Task: Predict the reaction yield, written as a fraction of the theoretical maximum amount of product (1.0 means a 100% yield; for example, 0.34 means a 34% yield). (1) The reactants are [NH2:1][C:2]1[CH:9]=[CH:8][C:5]([C:6]#[N:7])=[CH:4][CH:3]=1.P(=O)(O)(O)O.[N+]([O-])(O)=O.[N:19]([O-])=O.[Na+].[CH3:23][C:24](=[O:29])[CH2:25][C:26](=[O:28])[CH3:27].C([O-])(=O)C.[K+].C([O-])([O-])=O.[Na+].[Na+]. The catalyst is C(O)C. The product is [C:26]([C:25](=[N:19][NH:1][C:2]1[CH:9]=[CH:8][C:5]([C:6]#[N:7])=[CH:4][CH:3]=1)[C:24](=[O:29])[CH3:23])(=[O:28])[CH3:27]. The yield is 0.290. (2) The reactants are Cl[C:2]1[CH:9]=[CH:8][C:5]([C:6]#[N:7])=[CH:4][C:3]=1[N+:10]([O-:12])=[O:11].[CH2:13]([NH2:18])[CH2:14][CH:15]([CH3:17])[CH3:16]. The catalyst is CN(C=O)C. The product is [CH3:16][CH:15]([CH3:17])[CH2:14][CH2:13][NH:18][C:2]1[CH:9]=[CH:8][C:5]([C:6]#[N:7])=[CH:4][C:3]=1[N+:10]([O-:12])=[O:11]. The yield is 0.900. (3) The reactants are C([C:5]1[CH:6]=[CH:7][C:8](O)=[C:9]([C:11]2(C3C=CC=CC=3)[C:19]3[C:14](=[CH:15][CH:16]=[CH:17][CH:18]=3)[NH:13][C:12]2=[O:20])[CH:10]=1)(C)(C)C.C1([Mg]Br)C=CC=CC=1.N1C2C(=CC=CC=2)C(=O)C1=[O:38]. The catalyst is C1COCC1. The product is [OH:38][C:11]1([C:9]2[CH:8]=[CH:7][CH:6]=[CH:5][CH:10]=2)[C:19]2[C:14](=[CH:15][CH:16]=[CH:17][CH:18]=2)[NH:13][C:12]1=[O:20]. The yield is 0.900. (4) The reactants are [Br:1][C:2]1[CH:3]=[C:4]([NH2:8])[CH:5]=[N:6][CH:7]=1.C(N([CH2:14][CH3:15])CC)C.[F:16][C:17]1[CH:22]=[C:21]([F:23])[CH:20]=[CH:19][C:18]=1[S:24](Cl)(=[O:26])=[O:25]. The catalyst is ClCCl. The product is [Br:1][C:2]1[CH:3]=[C:4]([N:8]([S:24]([C:15]2[CH:14]=[CH:18][C:17]([F:16])=[CH:22][C:21]=2[F:23])(=[O:26])=[O:25])[S:24]([C:18]2[CH:19]=[CH:20][C:21]([F:23])=[CH:22][C:17]=2[F:16])(=[O:26])=[O:25])[CH:5]=[N:6][CH:7]=1. The yield is 0.520. (5) The reactants are [CH2:1]([O:8][C:9](Cl)=[O:10])[C:2]1[CH:7]=[CH:6][CH:5]=[CH:4][CH:3]=1.C([N:19]1[CH2:26][C@H:25]2[C@H:21]([CH2:22][CH2:23][C:24]2=[O:27])[CH2:20]1)C1C=CC=CC=1. The catalyst is ClCCl. The product is [CH2:1]([O:8][C:9]([N:19]1[CH2:26][C@H:25]2[C@H:21]([CH2:22][CH2:23][C:24]2=[O:27])[CH2:20]1)=[O:10])[C:2]1[CH:7]=[CH:6][CH:5]=[CH:4][CH:3]=1. The yield is 0.860. (6) The reactants are [CH3:1][C@@H:2]1[CH2:7][CH:6]([C:8]([O:10][C:11]([CH3:14])([CH3:13])[CH3:12])=[O:9])[C:5](=[O:15])[CH2:4][N:3]1[C:16]([O:18][CH2:19][CH:20]=[CH2:21])=[O:17].C(O)(=O)C.C([BH3-])#N.[Na+]. The catalyst is CO. The product is [OH:15][CH:5]1[CH2:4][N:3]([C:16]([O:18][CH2:19][CH:20]=[CH2:21])=[O:17])[C@H:2]([CH3:1])[CH2:7][CH:6]1[C:8]([O:10][C:11]([CH3:12])([CH3:14])[CH3:13])=[O:9]. The yield is 0.950. (7) The reactants are [Br:1][C:2]1[CH:3]=[C:4]2[NH:10][C:9](=[O:11])/[C:8](=[CH:12]\[C:13]3[CH:18]=[CH:17][CH:16]=[C:15]([Cl:19])[C:14]=3[F:20])/[C:5]2=[N:6][CH:7]=1.[Li+].[OH-].[CH3:23][C:24]([CH3:48])([CH3:47])[CH2:25]/[CH:26]=[N:27]/[CH2:28][C:29]([NH:31][C:32]1[CH:44]=[CH:43][C:35]([O:36][CH2:37][CH2:38][O:39]C(=O)C)=[CH:34][C:33]=1[O:45][CH3:46])=[O:30].[OH-].[Na+]. The catalyst is O1CCCC1.O. The product is [Br:1][C:2]1[CH:3]=[C:4]2[NH:10][C:9](=[O:11])[C:8]3([CH:12]([C:13]4[CH:18]=[CH:17][CH:16]=[C:15]([Cl:19])[C:14]=4[F:20])[CH:28]([C:29]([NH:31][C:32]4[CH:44]=[CH:43][C:35]([O:36][CH2:37][CH2:38][OH:39])=[CH:34][C:33]=4[O:45][CH3:46])=[O:30])[NH:27][CH:26]3[CH2:25][C:24]([CH3:48])([CH3:47])[CH3:23])[C:5]2=[N:6][CH:7]=1. The yield is 0.170. (8) The reactants are [F:1][C:2]1[C:7](B(O)O)=[CH:6][CH:5]=[CH:4][N:3]=1.[Br:11][C:12]1[CH:13]=[C:14]2[C@@:25]3([N:30]=[C:29]([NH2:31])[CH2:28][O:27][CH2:26]3)[C:24]3[C:19](=[CH:20][CH:21]=[C:22](I)[CH:23]=3)[O:18][C:15]2=[N:16][CH:17]=1.C(=O)([O-])[O-].[K+].[K+].O1CCOCC1. The catalyst is C1C=CC(P(C2C=CC=CC=2)[C-]2C=CC=C2)=CC=1.C1C=CC(P(C2C=CC=CC=2)[C-]2C=CC=C2)=CC=1.Cl[Pd]Cl.[Fe+2].C(Cl)Cl.O. The product is [Br:11][C:12]1[CH:13]=[C:14]2[C:25]3([N:30]=[C:29]([NH2:31])[CH2:28][O:27][CH2:26]3)[C:24]3[C:19](=[CH:20][CH:21]=[C:22]([C:7]4[C:2]([F:1])=[N:3][CH:4]=[CH:5][CH:6]=4)[CH:23]=3)[O:18][C:15]2=[N:16][CH:17]=1. The yield is 1.32. (9) The reactants are [Sn](Cl)(Cl)(Cl)Cl.[C:6]12([O:16][CH2:17][CH:18]3[O:20][CH2:19]3)CC3C[CH:12](CC(C3)C1)[CH2:13]2.C12([OH:31])CC3CC(CC(C3)C1)C2.C(C1OC1)Cl. No catalyst specified. The product is [CH2:6]([O:16][CH2:17][CH:18]1[O:20][CH2:19]1)[CH:13]1[O:31][CH2:12]1. The yield is 0.610.